From a dataset of Reaction yield outcomes from USPTO patents with 853,638 reactions. Predict the reaction yield, written as a fraction of the theoretical maximum amount of product (1.0 means a 100% yield; for example, 0.34 means a 34% yield). (1) The reactants are Br[C:2]1[CH:3]=[CH:4][C:5]([C:9]([O:11][CH3:12])=[O:10])=[N:6][C:7]=1[Cl:8].C(N(CC)CC)C.[CH3:20][Si:21]([C:24]#[CH:25])([CH3:23])[CH3:22]. The catalyst is [Cu]I.O1CCOCC1. The product is [Cl:8][C:7]1[N:6]=[C:5]([C:9]([O:11][CH3:12])=[O:10])[CH:4]=[CH:3][C:2]=1[C:25]#[C:24][Si:21]([CH3:23])([CH3:22])[CH3:20]. The yield is 0.970. (2) The reactants are [Br-].[CH:2]1([Zn+])[CH2:4][CH2:3]1.Br[C:7]1[C:8]([N:25]2[CH2:30][CH2:29][N:28]([C:31]([O:33][C:34]([CH3:37])([CH3:36])[CH3:35])=[O:32])[CH2:27][CH2:26]2)=[C:9]2[CH:15]=[N:14][N:13]([CH2:16][C:17]3[CH:22]=[CH:21][C:20]([O:23][CH3:24])=[CH:19][CH:18]=3)[C:10]2=[N:11][CH:12]=1.[NH4+].[Cl-]. The catalyst is C1COCC1.C1C=CC([P]([Pd]([P](C2C=CC=CC=2)(C2C=CC=CC=2)C2C=CC=CC=2)([P](C2C=CC=CC=2)(C2C=CC=CC=2)C2C=CC=CC=2)[P](C2C=CC=CC=2)(C2C=CC=CC=2)C2C=CC=CC=2)(C2C=CC=CC=2)C2C=CC=CC=2)=CC=1. The product is [CH:2]1([C:7]2[C:8]([N:25]3[CH2:26][CH2:27][N:28]([C:31]([O:33][C:34]([CH3:37])([CH3:36])[CH3:35])=[O:32])[CH2:29][CH2:30]3)=[C:9]3[CH:15]=[N:14][N:13]([CH2:16][C:17]4[CH:18]=[CH:19][C:20]([O:23][CH3:24])=[CH:21][CH:22]=4)[C:10]3=[N:11][CH:12]=2)[CH2:4][CH2:3]1. The yield is 0.600. (3) The reactants are [Cl:1][C:2]1[CH:3]=[C:4]([CH:7]=[CH:8][C:9]=1[OH:10])[CH:5]=[O:6].[CH2:11](I)[CH2:12][CH3:13]. No catalyst specified. The product is [Cl:1][C:2]1[CH:3]=[C:4]([CH:7]=[CH:8][C:9]=1[O:10][CH:12]([CH3:13])[CH3:11])[CH:5]=[O:6]. The yield is 0.470. (4) The reactants are [CH:1]1(P([CH:1]2[CH2:6][CH2:5][CH2:4][CH2:3][CH2:2]2)C2C=CC=CC=2C2C(OC)=CC=CC=2OC)[CH2:6][CH2:5][CH2:4][CH2:3][CH2:2]1.Cl[C:31]1[CH:36]=[CH:35][C:34]([C:37]2[CH:38]=[CH:39][C:40]3[O:44][C:43]([C:45]4[CH:50]=[CH:49][C:48]([F:51])=[CH:47][CH:46]=4)=[C:42]([C:52]([NH:54][CH3:55])=[O:53])[C:41]=3[CH:56]=2)=[CH:33][C:32]=1[C:57](=[O:68])[NH:58][C:59](C1C=CC=CC=1)([CH3:61])[CH3:60].[O-]P([O-])([O-])=O.[K+].[K+].[K+].[C:77]1(B(O)O)[CH:82]=[CH:81][CH:80]=[CH:79][CH:78]=1. The catalyst is C([O-])(=O)C.[Pd+2].C([O-])(=O)C.O.O1CCOCC1. The product is [F:51][C:48]1[CH:49]=[CH:50][C:45]([C:43]2[O:44][C:40]3[CH:39]=[CH:38][C:37]([C:34]4[CH:35]=[CH:36][C:31]([C:1]5[CH:6]=[CH:5][CH:4]=[CH:3][CH:2]=5)=[C:32]([C:57](=[O:68])[NH:58][C:59]([C:77]5[CH:82]=[CH:81][CH:80]=[CH:79][CH:78]=5)([CH3:60])[CH3:61])[CH:33]=4)=[CH:56][C:41]=3[C:42]=2[C:52]([NH:54][CH3:55])=[O:53])=[CH:46][CH:47]=1. The yield is 0.730.